From a dataset of Reaction yield outcomes from USPTO patents with 853,638 reactions. Predict the reaction yield, written as a fraction of the theoretical maximum amount of product (1.0 means a 100% yield; for example, 0.34 means a 34% yield). (1) The reactants are [NH2:1][C:2]1[C:3]2[NH:10][CH:9]=[C:8]([C@@H:11]3[N:15](C(OC(C)(C)C)=O)[C@H:14]([CH2:23][O:24][C:25](=[O:38])[CH:26]([NH:30]C(OC(C)(C)C)=O)[CH:27]([CH3:29])[CH3:28])[C@H:13]4[O:39]C(C)(C)[O:41][C@@H:12]34)[C:4]=2[N:5]=[CH:6][N:7]=1.O.[S:45](=[O:49])(=[O:48])([OH:47])[OH:46].C(O)C. The catalyst is CC(OC)(C)C. The product is [S:45]([OH:49])([OH:48])(=[O:47])=[O:46].[NH2:30][CH:26]([CH:27]([CH3:29])[CH3:28])[C:25]([O:24][CH2:23][C@@H:14]1[C@@H:13]([OH:39])[C@@H:12]([OH:41])[C@H:11]([C:8]2[C:4]3[N:5]=[CH:6][N:7]=[C:2]([NH2:1])[C:3]=3[NH:10][CH:9]=2)[NH:15]1)=[O:38]. The yield is 0.571. (2) The product is [CH2:25]([C:27]1[CH:34]=[CH:33][C:30]([CH:31]([C:2]2[C:7]([O:8][CH2:9][O:10][CH2:11][CH2:12][Si:13]([CH2:18][CH3:19])([CH2:16][CH3:17])[CH2:14][CH3:15])=[CH:6][CH:5]=[CH:4][N:3]=2)[OH:32])=[CH:29][CH:28]=1)[CH3:26]. The reactants are Br[C:2]1[C:7]([O:8][CH2:9][O:10][CH2:11][CH2:12][Si:13]([CH2:18][CH3:19])([CH2:16][CH3:17])[CH2:14][CH3:15])=[CH:6][CH:5]=[CH:4][N:3]=1.C([Li])(C)(C)C.[CH2:25]([C:27]1[CH:34]=[CH:33][C:30]([CH:31]=[O:32])=[CH:29][CH:28]=1)[CH3:26].[Cl-].[NH4+]. The yield is 0.380. The catalyst is C1COCC1.CCCCC. (3) The reactants are I[C:2]1[CH:3]=[N:4][NH:5][CH:6]=1.[H-].[Na+].[CH2:9](Br)[C:10]1[CH:15]=[CH:14][CH:13]=[CH:12][CH:11]=1. The catalyst is CN(C=O)C. The product is [CH2:9]([N:4]1[CH:3]=[CH:2][CH:6]=[N:5]1)[C:10]1[CH:15]=[CH:14][CH:13]=[CH:12][CH:11]=1. The yield is 1.00.